Dataset: Full USPTO retrosynthesis dataset with 1.9M reactions from patents (1976-2016). Task: Predict the reactants needed to synthesize the given product. (1) Given the product [C:6]([N:7]=[N+:8]=[N-:10])(=[O:9])[O:5][C:1]([CH3:4])([CH3:3])[CH3:2], predict the reactants needed to synthesize it. The reactants are: [C:1]([O:5][C:6](=[O:9])[NH:7][NH2:8])([CH3:4])([CH3:3])[CH3:2].[N:10]([O-])=O.[Na+]. (2) The reactants are: [N:1]1[CH:6]=[CH:5][CH:4]=[CH:3][C:2]=1[O:7][C:8]1[CH:15]=[CH:14][C:11]([C:12]#[N:13])=[CH:10][CH:9]=1.[NH2:16][OH:17]. Given the product [OH:17]/[N:16]=[C:12](\[NH2:13])/[C:11]1[CH:10]=[CH:9][C:8]([O:7][C:2]2[CH:3]=[CH:4][CH:5]=[CH:6][N:1]=2)=[CH:15][CH:14]=1, predict the reactants needed to synthesize it. (3) The reactants are: [CH3:1][C:2]1([CH3:15])[C:6]2[CH:7]=[N:8][C:9]([CH3:11])=[CH:10][C:5]=2[N:4]([C:12]([OH:14])=[O:13])[CH2:3]1.C([O:19][C:20](=[O:22])[CH3:21])(=O)C. Given the product [C:2]([O:13][C:12]([N:4]1[C:5]2[CH:10]=[C:9]([CH2:11][O:19][C:20](=[O:22])[CH3:21])[N:8]=[CH:7][C:6]=2[C:2]([CH3:15])([CH3:1])[CH2:3]1)=[O:14])([CH3:6])([CH3:3])[CH3:1], predict the reactants needed to synthesize it. (4) Given the product [CH3:14][C@@H:10]1[CH2:11][CH2:12][CH2:13][N:9]1[CH2:8][CH2:7][C:4]1[CH:5]=[CH:6][C:1]([C:15]2[CH:16]=[CH:17][C:18]([S:22]([Cl:21])(=[O:24])=[O:23])=[CH:19][CH:20]=2)=[CH:2][CH:3]=1, predict the reactants needed to synthesize it. The reactants are: [C:1]1([C:15]2[CH:20]=[CH:19][CH:18]=[CH:17][CH:16]=2)[CH:6]=[CH:5][C:4]([CH2:7][CH2:8][N:9]2[CH2:13][CH2:12][CH2:11][C@H:10]2[CH3:14])=[CH:3][CH:2]=1.[Cl:21][S:22](O)(=[O:24])=[O:23]. (5) Given the product [OH:1][C:2]1([C:15]#[C:16][C:17]2[C:18]([F:34])=[CH:19][C:20]3[O:29][CH2:28][CH2:27][N:26]4[C:22](=[N:23][C:24]([C:30]([NH2:32])=[O:31])=[CH:25]4)[C:21]=3[CH:33]=2)[CH2:3][CH:4]([OH:6])[CH2:5]1, predict the reactants needed to synthesize it. The reactants are: [OH:1][C:2]1([C:15]#[C:16][C:17]2[C:18]([F:34])=[CH:19][C:20]3[O:29][CH2:28][CH2:27][N:26]4[C:22](=[N:23][C:24]([C:30]([NH2:32])=[O:31])=[CH:25]4)[C:21]=3[CH:33]=2)[CH2:5][CH:4]([O:6]C(=O)C2C=CC=CC=2)[CH2:3]1. (6) Given the product [F:39][C:36]1[CH:35]=[CH:34][C:33]([CH2:32][C@H:28]([NH:27][C:25]([C:23]2[NH:22][C:20]3=[N:21][C:16]([Cl:15])=[CH:17][CH:18]=[C:19]3[CH:24]=2)=[O:26])[C:29](=[O:30])[N:1]2[CH2:5][CH2:4][CH2:3][CH2:2]2)=[CH:38][CH:37]=1, predict the reactants needed to synthesize it. The reactants are: [NH:1]1[CH2:5][CH2:4][CH2:3][CH2:2]1.CCN(C(C)C)C(C)C.[Cl:15][C:16]1[N:21]=[C:20]2[NH:22][C:23]([C:25]([NH:27][C@@H:28]([CH2:32][C:33]3[CH:38]=[CH:37][C:36]([F:39])=[CH:35][CH:34]=3)[C:29](O)=[O:30])=[O:26])=[CH:24][C:19]2=[CH:18][CH:17]=1.C1C=CC2N(O)N=NC=2C=1.CCN=C=NCCCN(C)C. (7) Given the product [Cl:1][C:2]1[CH:7]=[C:6]([O:8][CH3:9])[C:5]([OH:10])=[C:4]([O:12][CH3:13])[CH:3]=1, predict the reactants needed to synthesize it. The reactants are: [Cl:1][C:2]1[CH:3]=[C:4]([O:12][CH3:13])[C:5]([O:10]C)=[C:6]([O:8][CH3:9])[CH:7]=1.B(Cl)(Cl)Cl.